Dataset: Reaction yield outcomes from USPTO patents with 853,638 reactions. Task: Predict the reaction yield, written as a fraction of the theoretical maximum amount of product (1.0 means a 100% yield; for example, 0.34 means a 34% yield). (1) The reactants are C(O[CH2:9][C:10]1[O:11][CH:12]=[C:13]([C:15]2[CH:20]=[CH:19][C:18]([Cl:21])=[CH:17][CH:16]=2)[N:14]=1)C1C=CC=CC=1.B(Br)(Br)[Br:23].C([O-])(O)=O.[Na+]. The catalyst is C(Cl)Cl. The product is [Br:23][CH2:9][C:10]1[O:11][CH:12]=[C:13]([C:15]2[CH:20]=[CH:19][C:18]([Cl:21])=[CH:17][CH:16]=2)[N:14]=1. The yield is 0.490. (2) No catalyst specified. The yield is 0.657. The product is [Cl:1][C:2]1[CH:3]=[CH:4][C:5]([O:25][CH2:27][O:28][C:29]([N:31]2[CH2:41][CH2:40][CH:34]([C:35]([O:37][CH2:38][CH3:39])=[O:36])[CH2:33][CH2:32]2)=[O:30])=[C:6]([CH:24]=1)[C:7]([NH:9][C:10]1[CH:15]=[C:14]([C:16]([F:19])([F:18])[F:17])[CH:13]=[C:12]([C:20]([F:21])([F:22])[F:23])[CH:11]=1)=[O:8]. The reactants are [Cl:1][C:2]1[CH:3]=[CH:4][C:5]([OH:25])=[C:6]([CH:24]=1)[C:7]([NH:9][C:10]1[CH:15]=[C:14]([C:16]([F:19])([F:18])[F:17])[CH:13]=[C:12]([C:20]([F:23])([F:22])[F:21])[CH:11]=1)=[O:8].Cl[CH2:27][O:28][C:29]([N:31]1[CH2:41][CH2:40][CH:34]([C:35]([O:37][CH2:38][CH3:39])=[O:36])[CH2:33][CH2:32]1)=[O:30]. (3) The product is [C:7]([NH:15][C:16]([NH:4][CH2:3][C:2]([F:6])([F:5])[F:1])=[S:17])(=[O:14])[C:8]1[CH:13]=[CH:12][CH:11]=[CH:10][CH:9]=1. The yield is 0.950. The catalyst is C(Cl)(Cl)Cl. The reactants are [F:1][C:2]([F:6])([F:5])[CH2:3][NH2:4].[C:7]([N:15]=[C:16]=[S:17])(=[O:14])[C:8]1[CH:13]=[CH:12][CH:11]=[CH:10][CH:9]=1. (4) The reactants are [Br:1][C:2]1[CH:3]=[N:4][CH:5]=[CH:6][C:7]=1[CH2:8][CH:9]1[CH2:18][CH2:17][C:16]2[C:11](=[CH:12][CH:13]=[C:14]([O:19][CH3:20])[CH:15]=2)[C:10]1=[O:21].[CH2:22](Br)[C:23]1[CH:28]=[CH:27][CH:26]=[CH:25][CH:24]=1. The catalyst is ClCCl. The product is [Br-:1].[CH2:22]([N+:4]1[CH:5]=[CH:6][C:7]([CH2:8][CH:9]2[CH2:18][CH2:17][C:16]3[C:11](=[CH:12][CH:13]=[C:14]([O:19][CH3:20])[CH:15]=3)[C:10]2=[O:21])=[C:2]([Br:1])[CH:3]=1)[C:23]1[CH:28]=[CH:27][CH:26]=[CH:25][CH:24]=1. The yield is 0.800. (5) The reactants are C([Li])CCC.C(NC(C)C)(C)C.[C:13]([O:16][C:17]([CH3:20])([CH3:19])[CH3:18])(=[O:15])[CH3:14].Br[CH2:22][C:23]1[C:24]([Cl:37])=[N:25][C:26]([Cl:36])=[CH:27][C:28]=1[C:29]1[CH:34]=[CH:33][CH:32]=[CH:31][C:30]=1[Cl:35]. The catalyst is C1COCC1.[Cl-].[Na+].O.C(OCC)(=O)C.C(O)(=O)C. The product is [Cl:37][C:24]1[C:23]([CH2:22][CH2:14][C:13]([O:16][C:17]([CH3:20])([CH3:19])[CH3:18])=[O:15])=[C:28]([C:29]2[CH:34]=[CH:33][CH:32]=[CH:31][C:30]=2[Cl:35])[CH:27]=[C:26]([Cl:36])[N:25]=1. The yield is 0.910. (6) The reactants are C[O:2][C:3](=[O:24])[C@@H:4]([N:13]1[CH:17]=[CH:16][C:15]([C:18]2[CH:23]=[CH:22][CH:21]=[CH:20][CH:19]=2)=[CH:14]1)[CH2:5][C:6]1[CH:11]=[CH:10][C:9]([OH:12])=[CH:8][CH:7]=1.[O:25]1[C:29]2[CH:30]=[CH:31][CH:32]=[CH:33][C:28]=2[N:27]=[C:26]1[N:34]([CH3:38])[CH2:35][CH2:36]O. No catalyst specified. The product is [O:25]1[C:29]2[CH:30]=[CH:31][CH:32]=[CH:33][C:28]=2[N:27]=[C:26]1[N:34]([CH3:38])[CH2:35][CH2:36][O:12][C:9]1[CH:8]=[CH:7][C:6]([CH2:5][C@H:4]([N:13]2[CH:17]=[CH:16][C:15]([C:18]3[CH:19]=[CH:20][CH:21]=[CH:22][CH:23]=3)=[CH:14]2)[C:3]([OH:2])=[O:24])=[CH:11][CH:10]=1. The yield is 0.340. (7) The yield is 0.306. The reactants are C(O[C:6](=O)[NH:7][CH2:8][C:9]([N:11]1[CH2:15][CH2:14][CH2:13][CH:12]1[C:16]#[N:17])=[O:10])(C)(C)C.FC(F)(F)C(O)=O.C(N(CC)CC)C.[C:33]1([NH:39][C:40](=[O:51])[O:41][CH:42]2[CH2:49][CH:48]3[CH:44]([CH2:45]C(=O)[CH2:47]3)[CH2:43]2)[CH:38]=[CH:37][CH:36]=[CH:35][CH:34]=1.C(O[BH-](OC(=O)C)OC(=O)C)(=O)C.[Na+]. The product is [C:33]1([NH:39][C:40](=[O:51])[O:41][CH:42]2[CH2:43][CH:44]3[CH:48]([CH2:47][CH:6]([NH:7][CH2:8][C:9]([N:11]4[CH2:15][CH2:14][CH2:13][CH:12]4[C:16]#[N:17])=[O:10])[CH2:45]3)[CH2:49]2)[CH:34]=[CH:35][CH:36]=[CH:37][CH:38]=1. The catalyst is ClCCl. (8) The reactants are Cl[C:2]1[N:7]=[C:6]([NH:8][C@@H:9]2[CH2:14][CH2:13][CH2:12][N:11]([C:15](=[O:18])[CH:16]=[CH2:17])[CH2:10]2)[C:5]([F:19])=[CH:4][N:3]=1.C([O-])([O-])=O.[Cs+].[Cs+].[NH2:26][C:27]1[CH:44]=[CH:43][C:30]2[CH2:31][CH2:32][N:33]([C:36]([O:38][C:39]([CH3:42])([CH3:41])[CH3:40])=[O:37])[CH2:34][CH2:35][C:29]=2[CH:28]=1.CN(C1C(C2C(P(C3CCCCC3)C3CCCCC3)=CC=CC=2)=CC=CC=1)C. The catalyst is C(O)(CC)(C)C.O.C1C=CC(/C=C/C(/C=C/C2C=CC=CC=2)=O)=CC=1.C1C=CC(/C=C/C(/C=C/C2C=CC=CC=2)=O)=CC=1.[Pd]. The product is [C:15]([N:11]1[CH2:12][CH2:13][CH2:14][C@@H:9]([NH:8][C:6]2[C:5]([F:19])=[CH:4][N:3]=[C:2]([NH:26][C:27]3[CH:44]=[CH:43][C:30]4[CH2:31][CH2:32][N:33]([C:36]([O:38][C:39]([CH3:40])([CH3:42])[CH3:41])=[O:37])[CH2:34][CH2:35][C:29]=4[CH:28]=3)[N:7]=2)[CH2:10]1)(=[O:18])[CH:16]=[CH2:17]. The yield is 0.870.